From a dataset of Reaction yield outcomes from USPTO patents with 853,638 reactions. Predict the reaction yield, written as a fraction of the theoretical maximum amount of product (1.0 means a 100% yield; for example, 0.34 means a 34% yield). The reactants are [C:1]([O:5][C:6](=[O:33])[NH:7][CH2:8][CH2:9][NH:10][CH:11]1[CH:15]([O:16][Si:17]([C:20]([CH3:23])([CH3:22])[CH3:21])([CH3:19])[CH3:18])[CH2:14][N:13]([C:24](=[O:32])[C:25]2[CH:30]=[CH:29][C:28]([Cl:31])=[CH:27][CH:26]=2)[CH2:12]1)([CH3:4])([CH3:3])[CH3:2].CCN(C(C)C)C(C)C.[Cl:43][CH2:44][C:45](Cl)=[O:46]. No catalyst specified. The product is [C:1]([O:5][C:6](=[O:33])[NH:7][CH2:8][CH2:9][N:10]([CH:11]1[CH:15]([O:16][Si:17]([C:20]([CH3:23])([CH3:22])[CH3:21])([CH3:18])[CH3:19])[CH2:14][N:13]([C:24](=[O:32])[C:25]2[CH:26]=[CH:27][C:28]([Cl:31])=[CH:29][CH:30]=2)[CH2:12]1)[C:45](=[O:46])[CH2:44][Cl:43])([CH3:2])([CH3:3])[CH3:4]. The yield is 0.580.